Predict which catalyst facilitates the given reaction. From a dataset of Catalyst prediction with 721,799 reactions and 888 catalyst types from USPTO. (1) Reactant: CN(C(ON1N=NC2C=CC=CC1=2)=[N+](C)C)C.F[P-](F)(F)(F)(F)F.[CH3:25][C:26]([CH3:39])([CH3:38])[CH2:27][CH2:28][N:29]1[CH2:34][CH2:33][CH:32]([C:35]([OH:37])=O)[CH2:31][CH2:30]1.CCN(C(C)C)C(C)C.[NH2:49][CH2:50][C:51]1[CH:67]=[CH:66][C:54]([C:55]([N:57]([C:59]2[CH:64]=[CH:63][C:62]([Cl:65])=[CH:61][CH:60]=2)[CH3:58])=[O:56])=[CH:53][C:52]=1[CH3:68]. Product: [Cl:65][C:62]1[CH:63]=[CH:64][C:59]([N:57]([CH3:58])[C:55]([C:54]2[CH:66]=[CH:67][C:51]([CH2:50][NH:49][C:35]([CH:32]3[CH2:31][CH2:30][N:29]([CH2:28][CH2:27][C:26]([CH3:25])([CH3:39])[CH3:38])[CH2:34][CH2:33]3)=[O:37])=[C:52]([CH3:68])[CH:53]=2)=[O:56])=[CH:60][CH:61]=1. The catalyst class is: 31. (2) Reactant: C[O-].[Na+].[C:4]([O:12]CC)(=O)[CH2:5][C:6]([O:8]CC)=O.[F:15][C:16]([F:25])([F:24])[CH:17]1[CH2:22][CH2:21][NH:20][C:19]([NH2:23])=[N:18]1.Cl. Product: [OH:8][C:6]1[N:23]=[C:19]2[NH:18][CH:17]([C:16]([F:25])([F:15])[F:24])[CH2:22][CH2:21][N:20]2[C:4](=[O:12])[CH:5]=1. The catalyst class is: 24.